Dataset: Catalyst prediction with 721,799 reactions and 888 catalyst types from USPTO. Task: Predict which catalyst facilitates the given reaction. (1) Reactant: [Cl:1][C:2]1[CH:10]=[CH:9][C:5]([C:6](Cl)=[O:7])=[CH:4][C:3]=1[N+:11]([O-:13])=[O:12].[CH2:14]([CH2:16][NH2:17])[OH:15].C([O-])(O)=O.[Na+]. Product: [Cl:1][C:2]1[CH:10]=[CH:9][C:5]([C:6]([NH:17][CH2:16][CH2:14][OH:15])=[O:7])=[CH:4][C:3]=1[N+:11]([O-:13])=[O:12]. The catalyst class is: 1. (2) The catalyst class is: 36. Product: [CH:23]1([NH:22][C@H:19]2[CH2:20][CH2:21][C@H:16]([CH2:15][O:8][C:9]3[CH:14]=[CH:13][CH:12]=[CH:11][CH:10]=3)[CH2:17][CH2:18]2)[CH2:28][CH2:27][CH2:26][CH2:25][CH2:24]1. Reactant: FC(F)(F)C(O)=O.[O:8]([CH2:15][C@H:16]1[CH2:21][CH2:20][C@H:19]([NH2:22])[CH2:18][CH2:17]1)[C:9]1[CH:14]=[CH:13][CH:12]=[CH:11][CH:10]=1.[C:23]1(=O)[CH2:28][CH2:27][CH2:26][CH2:25][CH2:24]1.C([BH3-])#N.[Na+]. (3) Reactant: Cl.[NH2:2][CH2:3][CH:4]([C:7]1[C:16]2[C:11](=[CH:12][CH:13]=[C:14]([O:17][CH3:18])[CH:15]=2)[CH:10]=[CH:9][CH:8]=1)[CH2:5][OH:6].C(=O)([O-])[O-].[K+].[K+].[CH:25]1([C:28](Cl)=[O:29])[CH2:27][CH2:26]1. Product: [OH:6][CH2:5][CH:4]([C:7]1[C:16]2[C:11](=[CH:12][CH:13]=[C:14]([O:17][CH3:18])[CH:15]=2)[CH:10]=[CH:9][CH:8]=1)[CH2:3][NH:2][C:28]([CH:25]1[CH2:27][CH2:26]1)=[O:29]. The catalyst class is: 69. (4) Reactant: [OH:1][C:2]1[C:7]2[CH2:8][C:9](=O)[O:10][C:6]=2[CH:5]=[C:4]([OH:12])[CH:3]=1.[CH3:13][N:14]([CH3:18])[C:15](Cl)=[O:16].[OH2:19].Cl. Product: [OH:12][C:4]1[CH:3]=[C:2]([O:1][C:15](=[O:16])[N:14]([CH3:18])[CH3:13])[C:7]2[C:8](=[O:19])[CH2:9][O:10][C:6]=2[CH:5]=1. The catalyst class is: 1. (5) Reactant: Br[C:2]1[CH:7]=[CH:6][C:5]([NH2:8])=[C:4]([N+:9]([O-:11])=[O:10])[CH:3]=1.[F:12][C:13]([F:24])([F:23])[C:14]1[CH:19]=[CH:18][CH:17]=[CH:16][C:15]=1B(O)O.[Li+].[Cl-].C([O-])([O-])=O.[Na+].[Na+]. Product: [N+:9]([C:4]1[CH:3]=[C:2]([C:15]2[CH:16]=[CH:17][CH:18]=[CH:19][C:14]=2[C:13]([F:24])([F:23])[F:12])[CH:7]=[CH:6][C:5]=1[NH2:8])([O-:11])=[O:10]. The catalyst class is: 108.